Task: Regression. Given a peptide amino acid sequence and an MHC pseudo amino acid sequence, predict their binding affinity value. This is MHC class I binding data.. Dataset: Peptide-MHC class I binding affinity with 185,985 pairs from IEDB/IMGT (1) The peptide sequence is APKEFRGAL. The MHC is HLA-B15:09 with pseudo-sequence HLA-B15:09. The binding affinity (normalized) is 0.0847. (2) The peptide sequence is AEMKTDAA. The MHC is HLA-B44:03 with pseudo-sequence HLA-B44:03. The binding affinity (normalized) is 0.237.